Predict the reactants needed to synthesize the given product. From a dataset of Full USPTO retrosynthesis dataset with 1.9M reactions from patents (1976-2016). (1) Given the product [CH2:35]([O:27][C:11]1[N:10]=[CH:9][CH:8]=[C:7]2[C:12]=1[CH:13]([C:14]1[CH:19]=[CH:18][C:17]([N+:20]([O-:22])=[O:21])=[CH:16][C:15]=1[C:23]([F:26])([F:25])[F:24])[C:4]([C:1](=[O:3])[CH3:2])=[C:5]([CH3:28])[NH:6]2)[CH3:36], predict the reactants needed to synthesize it. The reactants are: [C:1]([C:4]1[CH:13]([C:14]2[CH:19]=[CH:18][C:17]([N+:20]([O-:22])=[O:21])=[CH:16][C:15]=2[C:23]([F:26])([F:25])[F:24])[C:12]2[C:11](=[O:27])[NH:10][CH:9]=[CH:8][C:7]=2[NH:6][C:5]=1[CH3:28])(=[O:3])[CH3:2].FC(F)(F)S(O[CH2:35][CH3:36])(=O)=O.CO. (2) Given the product [CH2:8]([N:12]([CH2:7][C:8]1[S:9][CH:10]=[C:11]([C:13]([OH:15])=[O:14])[N:12]=1)[CH2:11][CH2:24][CH3:25])[CH3:7], predict the reactants needed to synthesize it. The reactants are: N1CCC([CH2:7][C:8]2[S:9][CH:10]=[C:11]([C:13]([O:15]CC)=[O:14])[N:12]=2)CC1.[OH-].[Na+].C(O[CH2:24][CH3:25])(=O)C. (3) Given the product [O:18]1[C:19]2[CH:25]=[CH:24][CH:23]=[CH:22][C:20]=2[CH:21]=[C:17]1[CH2:16][O:3][CH2:4][C:5]1[O:9][N:8]=[C:7]([C:10]([O:12][CH2:13][CH3:14])=[O:11])[CH:6]=1, predict the reactants needed to synthesize it. The reactants are: [H-].[Na+].[OH:3][CH2:4][C:5]1[O:9][N:8]=[C:7]([C:10]([O:12][CH2:13][CH3:14])=[O:11])[CH:6]=1.Br[CH2:16][C:17]1[O:18][C:19]2[CH:25]=[CH:24][CH:23]=[CH:22][C:20]=2[CH:21]=1.[Cl-].[NH4+].